This data is from Full USPTO retrosynthesis dataset with 1.9M reactions from patents (1976-2016). The task is: Predict the reactants needed to synthesize the given product. Given the product [C:20]([Si:17]([CH3:19])([CH3:18])[O:16][C:8]1[CH:9]=[CH:10][C:11]2[C:12]3[CH2:13][CH2:14][O:15][CH2:2][C:3]=3[C:4](=[O:24])[O:5][C:6]=2[CH:7]=1)([CH3:22])([CH3:21])[CH3:23], predict the reactants needed to synthesize it. The reactants are: Br[CH2:2][C:3]1[C:4](=[O:24])[O:5][C:6]2[C:11]([C:12]=1[CH2:13][CH2:14][OH:15])=[CH:10][CH:9]=[C:8]([O:16][Si:17]([C:20]([CH3:23])([CH3:22])[CH3:21])([CH3:19])[CH3:18])[CH:7]=2.[Li+].C[Si]([N-][Si](C)(C)C)(C)C.